This data is from Full USPTO retrosynthesis dataset with 1.9M reactions from patents (1976-2016). The task is: Predict the reactants needed to synthesize the given product. (1) Given the product [NH2:1][C:2]1[S:6][N:5]=[C:4]([CH3:7])[C:3]=1[C:8]([NH:28][C:25]1[CH:26]=[N:27][C:22]([O:21][C:20]2[CH:29]=[CH:30][C:17]([O:16][CH3:15])=[CH:18][CH:19]=2)=[CH:23][CH:24]=1)=[O:10], predict the reactants needed to synthesize it. The reactants are: [NH2:1][C:2]1[S:6][N:5]=[C:4]([CH3:7])[C:3]=1[C:8]([OH:10])=O.S(Cl)(Cl)=O.[CH3:15][O:16][C:17]1[CH:30]=[CH:29][C:20]([O:21][C:22]2[N:27]=[CH:26][C:25]([NH2:28])=[CH:24][CH:23]=2)=[CH:19][CH:18]=1.C(N(CC)CC)C. (2) Given the product [N+:13]([C:8]1[CH:9]=[CH:10][CH:11]=[C:12]2[C:7]=1[NH:6][CH:5]=[C:4]2[CH2:3][C:19]#[N:20])([O-:15])=[O:14], predict the reactants needed to synthesize it. The reactants are: CN(C)[CH2:3][C:4]1[C:12]2[C:7](=[C:8]([N+:13]([O-:15])=[O:14])[CH:9]=[CH:10][CH:11]=2)[NH:6][CH:5]=1.IC.[C-:19]#[N:20].[K+]. (3) The reactants are: Cl[CH2:2][CH2:3][C@:4]([C:10]1[CH:15]=[C:14]([N+:16]([O-:18])=[O:17])[CH:13]=[CH:12][C:11]=1[F:19])([CH2:8][CH3:9])[N:5]=[C:6]=[S:7].[NH3:20]. Given the product [CH2:3]([C@@:4]1([C:10]2[CH:15]=[C:14]([N+:16]([O-:18])=[O:17])[CH:13]=[CH:12][C:11]=2[F:19])[CH2:8][CH2:9][S:7][C:6]([NH2:20])=[N:5]1)[CH3:2], predict the reactants needed to synthesize it. (4) Given the product [CH2:20]([C:19]([C:16]1[CH:17]=[CH:18][C:13]([C:9]2[CH:10]=[CH:11][CH:12]=[C:7]([CH2:6][C:5]([OH:44])=[O:4])[CH:8]=2)=[C:14]([CH3:43])[CH:15]=1)([C:22]1[CH:27]=[CH:26][C:25](/[CH:28]=[CH:29]/[C:30]([OH:39])([C:35]([F:38])([F:37])[F:36])[C:31]([F:33])([F:32])[F:34])=[C:24]([CH3:40])[CH:23]=1)[CH2:41][CH3:42])[CH3:21], predict the reactants needed to synthesize it. The reactants are: [OH-].[Na+].C[O:4][C:5](=[O:44])[CH2:6][C:7]1[CH:8]=[C:9]([C:13]2[CH:18]=[CH:17][C:16]([C:19]([CH2:41][CH3:42])([C:22]3[CH:27]=[CH:26][C:25](/[CH:28]=[CH:29]/[C:30]([OH:39])([C:35]([F:38])([F:37])[F:36])[C:31]([F:34])([F:33])[F:32])=[C:24]([CH3:40])[CH:23]=3)[CH2:20][CH3:21])=[CH:15][C:14]=2[CH3:43])[CH:10]=[CH:11][CH:12]=1.